From a dataset of Catalyst prediction with 721,799 reactions and 888 catalyst types from USPTO. Predict which catalyst facilitates the given reaction. (1) Reactant: C[O:2][C:3](=[O:34])[CH2:4][C:5]1[CH:10]=[C:9]([Br:11])[C:8]([O:12][C:13]2[CH:18]=[C:17]([CH:19]([CH3:21])[CH3:20])[C:16]([O:22][CH3:23])=[CH:15][C:14]=2[C:24](=[O:32])[C:25]2[CH:30]=[CH:29][CH:28]=[C:27]([CH3:31])[CH:26]=2)=[C:7]([Br:33])[CH:6]=1.Cl. Product: [Br:11][C:9]1[CH:10]=[C:5]([CH2:4][C:3]([OH:34])=[O:2])[CH:6]=[C:7]([Br:33])[C:8]=1[O:12][C:13]1[CH:18]=[C:17]([CH:19]([CH3:21])[CH3:20])[C:16]([O:22][CH3:23])=[CH:15][C:14]=1[C:24](=[O:32])[C:25]1[CH:30]=[CH:29][CH:28]=[C:27]([CH3:31])[CH:26]=1. The catalyst class is: 562. (2) Reactant: [NH:1]1[CH2:6][CH2:5][CH:4]([C:7]([NH:9][C:10]2[C:14]3[CH:15]=[CH:16][CH:17]=[CH:18][C:13]=3[O:12][C:11]=2[C:19]([NH:21][C:22]2[CH:27]=[CH:26][C:25]([Cl:28])=[CH:24][N:23]=2)=[O:20])=[O:8])[CH2:3][CH2:2]1.[C:29](Cl)(=[O:31])[CH3:30].C(N(CC)CC)C. Product: [C:29]([N:1]1[CH2:6][CH2:5][CH:4]([C:7]([NH:9][C:10]2[C:14]3[CH:15]=[CH:16][CH:17]=[CH:18][C:13]=3[O:12][C:11]=2[C:19]([NH:21][C:22]2[CH:27]=[CH:26][C:25]([Cl:28])=[CH:24][N:23]=2)=[O:20])=[O:8])[CH2:3][CH2:2]1)(=[O:31])[CH3:30]. The catalyst class is: 526.